This data is from Reaction yield outcomes from USPTO patents with 853,638 reactions. The task is: Predict the reaction yield, written as a fraction of the theoretical maximum amount of product (1.0 means a 100% yield; for example, 0.34 means a 34% yield). (1) The reactants are [C:1](C1NC=CN=1)(C1NC=CN=1)=[O:2].[NH2:13][C:14]1[CH:23]=[CH:22][C:17]([C:18]([O:20][CH3:21])=[O:19])=[CH:16][C:15]=1[NH:24][CH3:25].C(OCC)(=O)C. The catalyst is O1CCCC1. The product is [CH3:25][N:24]1[C:15]2[CH:16]=[C:17]([C:18]([O:20][CH3:21])=[O:19])[CH:22]=[CH:23][C:14]=2[NH:13][C:1]1=[O:2]. The yield is 0.640. (2) The reactants are [CH3:1][C:2]1[CH:11]=[CH:10][C:9]2[C:4](=[C:5]([CH3:15])[C:6]([C:12]([OH:14])=O)=[CH:7][CH:8]=2)[N:3]=1.[CH:16]([NH2:19])([CH3:18])[CH3:17].CN(C(ON1N=NC2C=CC=NC1=2)=[N+](C)C)C.F[P-](F)(F)(F)(F)F.CCN(C(C)C)C(C)C.Cl. The catalyst is CC#N.O. The product is [CH:16]([NH:19][C:12]([C:6]1[C:5]([CH3:15])=[C:4]2[C:9]([CH:10]=[CH:11][C:2]([CH3:1])=[N:3]2)=[CH:8][CH:7]=1)=[O:14])([CH3:18])[CH3:17]. The yield is 0.930. (3) The reactants are [Si]([O:8][C:9]1[CH:10]=[C:11]2[C:15](=[CH:16][CH:17]=1)[N:14]([CH3:18])[N:13]=[C:12]2[I:19])(C(C)(C)C)(C)C.CCCC[N+](CCCC)(CCCC)CCCC.[F-].O. The catalyst is C1COCC1. The product is [I:19][C:12]1[C:11]2[C:15](=[CH:16][CH:17]=[C:9]([OH:8])[CH:10]=2)[N:14]([CH3:18])[N:13]=1. The yield is 0.933. (4) The reactants are [CH3:1][C:2]1[CH:7]=[CH:6][C:5]([C:8]2[C:16]3[C:11](=[CH:12][CH:13]=[CH:14][CH:15]=3)[NH:10][N:9]=2)=[CH:4][CH:3]=1.CC[O-].[Na+].[CH3:21][C:22]1[CH:29]=[CH:28][C:25]([CH2:26]Cl)=[CH:24][CH:23]=1. No catalyst specified. The product is [CH3:21][C:22]1[CH:29]=[CH:28][C:25]([CH2:26][N:9]2[C:8]([C:5]3[CH:4]=[CH:3][C:2]([CH3:1])=[CH:7][CH:6]=3)=[C:16]3[C:11]([CH:12]=[CH:13][CH:14]=[CH:15]3)=[N:10]2)=[CH:24][CH:23]=1. The yield is 0.0600. (5) The reactants are [C:1]([O:5][C:6](=[O:17])[CH:7]=[CH:8][C:9]1[CH:14]=[CH:13][C:12]([CH:15]=O)=[CH:11][N:10]=1)([CH3:4])([CH3:3])[CH3:2].[C:18]([C:21]1[CH:26]=[CH:25][CH:24]=[CH:23][CH:22]=1)(=[O:20])[CH3:19].[OH-].[K+]. The catalyst is CO. The product is [C:1]([O:5][C:6](=[O:17])[CH:7]=[CH:8][C:9]1[CH:14]=[CH:13][C:12]([CH:15]=[CH:19][C:18](=[O:20])[C:21]2[CH:26]=[CH:25][CH:24]=[CH:23][CH:22]=2)=[CH:11][N:10]=1)([CH3:4])([CH3:3])[CH3:2]. The yield is 0.250. (6) The reactants are [C:1]12([C:7]3[CH:12]=[CH:11][C:10]([N:13]4[CH2:17][C@H:16]([CH2:18][NH:19][C:20](=[O:22])[CH3:21])[O:15][C:14]4=[O:23])=[CH:9][CH:8]=3)[CH2:6][CH:5]1[CH2:4][NH:3][CH2:2]2.CCN(C(C)C)C(C)C.[F:33][C:34]([F:45])([F:44])[C:35](O[C:35](=[O:36])[C:34]([F:45])([F:44])[F:33])=[O:36]. The catalyst is C(Cl)Cl. The product is [O:23]=[C:14]1[N:13]([C:10]2[CH:9]=[CH:8][C:7]([C:1]34[CH2:6][CH:5]3[CH2:4][N:3]([C:35](=[O:36])[C:34]([F:45])([F:44])[F:33])[CH2:2]4)=[CH:12][CH:11]=2)[CH2:17][C@H:16]([CH2:18][NH:19][C:20](=[O:22])[CH3:21])[O:15]1. The yield is 0.550. (7) The reactants are [C:1]([O:5][C:6]([N:8]1[CH2:13][CH2:12][C:11]([C:17]2[CH:22]=[CH:21][N:20]=[C:19]([Cl:23])[CH:18]=2)(C(O)=O)[CH2:10][CH2:9]1)=[O:7])([CH3:4])([CH3:3])[CH3:2]. The catalyst is C1(C)C=CC=CC=1. The product is [Cl:23][C:19]1[CH:18]=[C:17]([CH:11]2[CH2:12][CH2:13][N:8]([C:6]([O:5][C:1]([CH3:4])([CH3:3])[CH3:2])=[O:7])[CH2:9][CH2:10]2)[CH:22]=[CH:21][N:20]=1. The yield is 0.870.